Dataset: Full USPTO retrosynthesis dataset with 1.9M reactions from patents (1976-2016). Task: Predict the reactants needed to synthesize the given product. (1) Given the product [CH3:114][C:113]1([CH3:115])[C:112]2[C:111]3[CH:116]=[C:117]([S:124]([O-:127])(=[O:125])=[O:126])[CH:118]=[C:119]([S:120]([O-:123])(=[O:121])=[O:122])[C:110]=3[CH:109]=[CH:108][C:107]=2[N:106]([CH2:128][CH2:129][CH2:130][CH2:131][S:132]([O-:135])(=[O:134])=[O:133])/[C:105]/1=[CH:104]/[CH:103]=[C:102](\[C:98]1[CH:99]=[CH:100][CH:101]=[C:96]([CH2:95][CH2:94][C:91]([O:93][N:78]2[C:82](=[O:83])[CH2:81][CH2:80][C:79]2=[O:84])=[O:92])[CH:97]=1)/[CH:136]=[CH:137]/[C:138]1[C:146]([CH3:148])([CH3:147])[C:145]2[C:144]3[CH:149]=[C:150]([S:157]([O-:160])(=[O:158])=[O:159])[CH:151]=[C:152]([S:153]([O-:156])(=[O:154])=[O:155])[C:143]=3[CH:142]=[CH:141][C:140]=2[N+:139]=1[CH2:161][CH2:162][CH2:163][CH2:164][S:165]([O-:168])(=[O:167])=[O:166].[Na+:86].[Na+:86].[Na+:86].[Na+:86].[Na+:86], predict the reactants needed to synthesize it. The reactants are: CC1(C)C2C3C=C(S([O-])(=O)=O)C=C(S([O-])(=O)=O)C=3C=CC=2N(CCCS([O-])(=O)=O)/C/1=C/C=C(\C1C=CC=C(CCCCC(O[N:78]2[C:82](=[O:83])[CH2:81][CH2:80][C:79]2=[O:84])=O)C=1)/C=C/C1C(C)(C)C2C3C=C(S([O-])(=O)=O)C=C(S([O-])(=O)=O)C=3C=CC=2[N+]=1CCCS([O-])(=O)=O.[Na+:86].[Na+].[Na+].[Na+].[Na+].[C:91]([CH2:94][CH2:95][C:96]1[CH:97]=[C:98](/[C:102](=[CH:136]\[CH:137]=[C:138]2\[N:139]([CH2:161][CH2:162][CH2:163][CH2:164][S:165]([O-:168])(=[O:167])=[O:166])[C:140]3[CH:141]=[CH:142][C:143]4[C:152]([S:153]([O-:156])(=[O:155])=[O:154])=[CH:151][C:150]([S:157]([O-:160])(=[O:159])=[O:158])=[CH:149][C:144]=4[C:145]=3[C:146]\2([CH3:148])[CH3:147])/[CH:103]=[CH:104]/[C:105]2[C:113]([CH3:115])([CH3:114])[C:112]3[C:111]4[CH:116]=[C:117]([S:124]([O-:127])(=[O:126])=[O:125])[CH:118]=[C:119]([S:120]([O-:123])(=[O:122])=[O:121])[C:110]=4[CH:109]=[CH:108][C:107]=3[N+:106]=2[CH2:128][CH2:129][CH2:130][CH2:131][S:132]([O-:135])(=[O:134])=[O:133])[CH:99]=[CH:100][CH:101]=1)([OH:93])=[O:92].[Na+].[Na+].[Na+].[Na+].[Na+]. (2) Given the product [Cl:5][C:6]1[CH:7]=[C:8]([N:22]2[C:27](=[O:28])[NH:26][C:25](=[O:29])[CH:24]=[N:23]2)[CH:9]=[C:10]([Cl:21])[C:11]=1[O:12][C:13]1[CH:18]=[CH:17][C:16]([O:19][CH3:20])=[C:15]([N+:1]([O-:4])=[O:2])[CH:14]=1, predict the reactants needed to synthesize it. The reactants are: [N+:1]([O-:4])(O)=[O:2].[Cl:5][C:6]1[CH:7]=[C:8]([N:22]2[C:27](=[O:28])[NH:26][C:25](=[O:29])[CH:24]=[N:23]2)[CH:9]=[C:10]([Cl:21])[C:11]=1[O:12][C:13]1[CH:18]=[CH:17][C:16]([O:19][CH3:20])=[CH:15][CH:14]=1.O.